From a dataset of Full USPTO retrosynthesis dataset with 1.9M reactions from patents (1976-2016). Predict the reactants needed to synthesize the given product. (1) Given the product [CH2:11]([C:13]1[C:17]([C:3]2[CH:8]=[CH:7][CH:6]=[C:5]([O:9][CH3:10])[N:4]=2)=[C:16]([CH:19]=[O:20])[NH:15][C:14]=1[C:21]([O:23][C:24]([CH3:25])([CH3:27])[CH3:26])=[O:22])[CH3:12], predict the reactants needed to synthesize it. The reactants are: Br[Zn][C:3]1[CH:8]=[CH:7][CH:6]=[C:5]([O:9][CH3:10])[N:4]=1.[CH2:11]([C:13]1[C:17](I)=[C:16]([CH:19]=[O:20])[NH:15][C:14]=1[C:21]([O:23][C:24]([CH3:27])([CH3:26])[CH3:25])=[O:22])[CH3:12]. (2) Given the product [CH3:14][O:12][C:11]([C@H:8]1[CH2:9][CH2:10][C@H:5]([CH2:1][CH:2]([CH3:4])[CH3:3])[CH2:6][CH2:7]1)=[O:13], predict the reactants needed to synthesize it. The reactants are: [CH2:1]([C@H:5]1[CH2:10][CH2:9][C@H:8]([C:11]([OH:13])=[O:12])[CH2:7][CH2:6]1)[CH:2]([CH3:4])[CH3:3].[CH3:14]O. (3) Given the product [NH2:22][C:21]1[CH:20]=[CH:19][C:4]([CH:5]=[C:6]2[CH2:7][CH2:8][N:9]([C:12]([O:14][C:15]([CH3:16])([CH3:17])[CH3:18])=[O:13])[CH2:10][CH2:11]2)=[CH:3][CH:2]=1, predict the reactants needed to synthesize it. The reactants are: F[C:2]1[CH:3]=[C:4]([CH:19]=[CH:20][C:21]=1[N+:22]([O-])=O)[CH:5]=[C:6]1[CH2:11][CH2:10][N:9]([C:12]([O:14][C:15]([CH3:18])([CH3:17])[CH3:16])=[O:13])[CH2:8][CH2:7]1.N. (4) The reactants are: [CH3:1][O:2][C:3]1[CH:4]=[CH:5][CH:6]=[C:7]2[C:12]=1[N:11]=[C:10]([CH:13]([NH:15][CH3:16])[CH3:14])[N:9]([C:17]1[CH:22]=[CH:21][C:20]([O:23][CH3:24])=[CH:19][CH:18]=1)[C:8]2=[O:25].[C:26]([C:30]1[CH:35]=[CH:34][C:33]([S:36](Cl)(=[O:38])=[O:37])=[CH:32][CH:31]=1)([CH3:29])([CH3:28])[CH3:27]. Given the product [C:26]([C:30]1[CH:35]=[CH:34][C:33]([S:36]([N:15]([CH:13]([C:10]2[N:9]([C:17]3[CH:18]=[CH:19][C:20]([O:23][CH3:24])=[CH:21][CH:22]=3)[C:8](=[O:25])[C:7]3[C:12](=[C:3]([O:2][CH3:1])[CH:4]=[CH:5][CH:6]=3)[N:11]=2)[CH3:14])[CH3:16])(=[O:38])=[O:37])=[CH:32][CH:31]=1)([CH3:29])([CH3:27])[CH3:28], predict the reactants needed to synthesize it. (5) Given the product [C:1]([O:5][CH:6]([C:11]1[N:12]=[C:13]2[CH:18]=[CH:17][CH:16]=[CH:15][N:14]2[C:19]=1[C:20]1[CH:21]=[CH:22][C:23]2[O:28][CH2:27][CH2:26][CH2:25][C:24]=2[CH:29]=1)[C:7]([OH:9])=[O:8])([CH3:4])([CH3:2])[CH3:3], predict the reactants needed to synthesize it. The reactants are: [C:1]([O:5][CH:6]([C:11]1[N:12]=[C:13]2[CH:18]=[CH:17][CH:16]=[CH:15][N:14]2[C:19]=1[C:20]1[CH:21]=[CH:22][C:23]2[O:28][CH2:27][CH2:26][CH2:25][C:24]=2[CH:29]=1)[C:7]([O:9]C)=[O:8])([CH3:4])([CH3:3])[CH3:2].[OH-].[K+]. (6) Given the product [NH2:36][C:34]1[N:35]=[C:30]([CH3:29])[C:31]([C:2]2[N:3]=[C:4]([N:23]3[CH2:28][CH2:27][O:26][CH2:25][CH2:24]3)[C:5]3[N:11]=[C:10]([CH2:12][N:13]4[CH2:18][CH2:17][CH:16]([C:19]([OH:22])([CH3:21])[CH3:20])[CH2:15][CH2:14]4)[CH:9]=[CH:8][C:6]=3[N:7]=2)=[CH:32][CH:33]=1, predict the reactants needed to synthesize it. The reactants are: Cl[C:2]1[N:3]=[C:4]([N:23]2[CH2:28][CH2:27][O:26][CH2:25][CH2:24]2)[C:5]2[N:11]=[C:10]([CH2:12][N:13]3[CH2:18][CH2:17][CH:16]([C:19]([OH:22])([CH3:21])[CH3:20])[CH2:15][CH2:14]3)[CH:9]=[CH:8][C:6]=2[N:7]=1.[CH3:29][C:30]1[N:35]=[C:34]([NH2:36])[CH:33]=[CH:32][C:31]=1B1OC(C)(C)C(C)(C)O1.